Dataset: Forward reaction prediction with 1.9M reactions from USPTO patents (1976-2016). Task: Predict the product of the given reaction. Given the reactants Cl[C:2]1[CH:7]=[N:6][CH:5]=[C:4]([C:8]#[N:9])[N:3]=1.[CH3:10][NH:11][CH3:12].C(#N)C.C1COCC1, predict the reaction product. The product is: [C:8]([C:4]1[CH:5]=[N:6][CH:7]=[C:2]([N:11]([CH3:12])[CH3:10])[N:3]=1)#[N:9].